This data is from Peptide-MHC class II binding affinity with 134,281 pairs from IEDB. The task is: Regression. Given a peptide amino acid sequence and an MHC pseudo amino acid sequence, predict their binding affinity value. This is MHC class II binding data. (1) The peptide sequence is VLMEWLKTRPILSPLTKGIL. The MHC is HLA-DPA10301-DPB10402 with pseudo-sequence HLA-DPA10301-DPB10402. The binding affinity (normalized) is 0.773. (2) The peptide sequence is WLDAKSTWYGKPTGA. The MHC is HLA-DQA10301-DQB10302 with pseudo-sequence HLA-DQA10301-DQB10302. The binding affinity (normalized) is 0.0179. (3) The peptide sequence is YDTLGTLCNSTEDGP. The MHC is DRB1_0301 with pseudo-sequence DRB1_0301. The binding affinity (normalized) is 0.0275. (4) The peptide sequence is YDGFLANVSTVLTGK. The MHC is DRB3_0202 with pseudo-sequence DRB3_0202. The binding affinity (normalized) is 0.897.